Dataset: Catalyst prediction with 721,799 reactions and 888 catalyst types from USPTO. Task: Predict which catalyst facilitates the given reaction. (1) Reactant: O[C:2]1[CH2:7][CH2:6][C:5]([CH3:9])([CH3:8])[CH2:4][C:3]=1[C:10]([O:12][CH3:13])=[O:11].C([O-])(=O)C.[NH4+:18]. Product: [NH2:18][C:2]1[CH2:7][CH2:6][C:5]([CH3:9])([CH3:8])[CH2:4][C:3]=1[C:10]([O:12][CH3:13])=[O:11]. The catalyst class is: 8. (2) Reactant: C1C=CC(P(C2C=CC=CC=2)C2C=CC=CC=2)=CC=1.C(N1C[C@@H:30](O)[C@H:29]([NH:33][S:34]([C:37]2[CH:42]=[CH:41][C:40]([O:43][C:44]3[CH:49]=[CH:48][CH:47]=[CH:46][CH:45]=3)=[CH:39][CH:38]=2)(=[O:36])=[O:35])C1)(OC(C)(C)C)=O.N(C(OCC)=O)=NC(OCC)=O. Product: [O:43]([C:40]1[CH:41]=[CH:42][C:37]([S:34]([N:33]2[CH2:30][CH2:29]2)(=[O:36])=[O:35])=[CH:38][CH:39]=1)[C:44]1[CH:49]=[CH:48][CH:47]=[CH:46][CH:45]=1. The catalyst class is: 1. (3) Reactant: Br[CH2:2][CH2:3][CH2:4][O:5][C:6]1[CH:11]=[CH:10][C:9]([C:12]2[N:16]=[C:15]([C:17]3[CH:22]=[CH:21][C:20]([O:23][CH:24]([CH3:26])[CH3:25])=[C:19]([Cl:27])[CH:18]=3)[O:14][N:13]=2)=[C:8]([CH3:28])[CH:7]=1.[CH3:29][NH2:30]. Product: [Cl:27][C:19]1[CH:18]=[C:17]([C:15]2[O:14][N:13]=[C:12]([C:9]3[CH:10]=[CH:11][C:6]([O:5][CH2:4][CH2:3][CH2:2][NH:30][CH3:29])=[CH:7][C:8]=3[CH3:28])[N:16]=2)[CH:22]=[CH:21][C:20]=1[O:23][CH:24]([CH3:26])[CH3:25]. The catalyst class is: 7. (4) Reactant: [CH3:1][NH:2][C:3]1[CH:4]=[N:5][C:6]([N:16]2[CH2:21][CH2:20][N:19]([CH3:22])[CH2:18][CH2:17]2)=[CH:7][C:8]=1[C:9]1[CH:14]=[CH:13][CH:12]=[CH:11][C:10]=1[CH3:15].C(N(C(C)C)C(C)C)C.[F:32][C:33]([F:51])([F:50])[C:34]1[CH:35]=[C:36]([C:44]([CH3:49])([CH3:48])[C:45](Cl)=[O:46])[CH:37]=[C:38]([C:40]([F:43])([F:42])[F:41])[CH:39]=1.C(=O)(O)[O-].[Na+]. Product: [F:32][C:33]([F:51])([F:50])[C:34]1[CH:35]=[C:36]([C:44]([CH3:49])([CH3:48])[C:45]([N:2]([CH3:1])[C:3]2[CH:4]=[N:5][C:6]([N:16]3[CH2:17][CH2:18][N:19]([CH3:22])[CH2:20][CH2:21]3)=[CH:7][C:8]=2[C:9]2[CH:14]=[CH:13][CH:12]=[CH:11][C:10]=2[CH3:15])=[O:46])[CH:37]=[C:38]([C:40]([F:43])([F:42])[F:41])[CH:39]=1. The catalyst class is: 4. (5) Reactant: [Cl:1][C:2]1[CH:7]=[CH:6][C:5]([OH:8])=[CH:4][CH:3]=1.[H-].[Na+].Cl[C:12]1[CH:21]=[CH:20][C:15]([C:16]([O:18][CH3:19])=[O:17])=[CH:14][N:13]=1.O. Product: [Cl:1][C:2]1[CH:7]=[CH:6][C:5]([O:8][C:12]2[CH:21]=[CH:20][C:15]([C:16]([O:18][CH3:19])=[O:17])=[CH:14][N:13]=2)=[CH:4][CH:3]=1. The catalyst class is: 9. (6) Reactant: [C:1]([C:5]([C:7]1[S:11][C:10]([NH2:12])=[N:9][C:8]=1[C:13]1[O:14][CH:15]=[CH:16][CH:17]=1)=[O:6])([CH3:4])([CH3:3])[CH3:2].[C:18](O)(=[O:25])[C:19]1[CH:24]=[CH:23][N:22]=[CH:21][CH:20]=1.CCN=C=NCCCN(C)C.Cl.O.ON1C2C=CC=CC=2N=N1. Product: [O:14]1[CH:15]=[CH:16][CH:17]=[C:13]1[C:8]1[N:9]=[C:10]([NH:12][C:18]([C:19]2[CH:24]=[CH:23][N:22]=[CH:21][CH:20]=2)=[O:25])[S:11][C:7]=1[C:5](=[O:6])[C:1]([CH3:4])([CH3:2])[CH3:3]. The catalyst class is: 3.